From a dataset of Full USPTO retrosynthesis dataset with 1.9M reactions from patents (1976-2016). Predict the reactants needed to synthesize the given product. Given the product [Br:1][C:2]1[CH:10]=[CH:9][C:5]([C:6]([Cl:13])=[O:7])=[CH:4][CH:3]=1, predict the reactants needed to synthesize it. The reactants are: [Br:1][C:2]1[CH:10]=[CH:9][C:5]([C:6](O)=[O:7])=[CH:4][CH:3]=1.S(Cl)([Cl:13])=O.